Dataset: Peptide-MHC class II binding affinity with 134,281 pairs from IEDB. Task: Regression. Given a peptide amino acid sequence and an MHC pseudo amino acid sequence, predict their binding affinity value. This is MHC class II binding data. (1) The peptide sequence is QPFLGLCAFLATRIFK. The MHC is HLA-DQA10201-DQB10301 with pseudo-sequence HLA-DQA10201-DQB10301. The binding affinity (normalized) is 0.536. (2) The peptide sequence is KTDCTKEVEEAWASA. The MHC is DRB3_0101 with pseudo-sequence DRB3_0101. The binding affinity (normalized) is 0. (3) The peptide sequence is GELQIVMKIDAAFKI. The MHC is DRB1_0101 with pseudo-sequence DRB1_0101. The binding affinity (normalized) is 0.423. (4) The peptide sequence is FVLMMLVAPSYGMRC. The MHC is DRB1_0401 with pseudo-sequence DRB1_0401. The binding affinity (normalized) is 0.260. (5) The peptide sequence is NLNIKLNMPLYIAGN. The MHC is HLA-DPA10301-DPB10402 with pseudo-sequence HLA-DPA10301-DPB10402. The binding affinity (normalized) is 0.104. (6) The peptide sequence is LELQIVDKIDAAFKI. The MHC is DRB3_0202 with pseudo-sequence DRB3_0202. The binding affinity (normalized) is 0.255. (7) The peptide sequence is LHFSEALHIIAGTPE. The MHC is DRB1_1501 with pseudo-sequence DRB1_1501. The binding affinity (normalized) is 0.537. (8) The peptide sequence is SMEYNCPNLSPREEP. The MHC is DRB5_0101 with pseudo-sequence DRB5_0101. The binding affinity (normalized) is 0. (9) The peptide sequence is EDFREFSRAKGLNQEI. The MHC is DRB1_0301 with pseudo-sequence DRB1_0301. The binding affinity (normalized) is 0. (10) The peptide sequence is YDKKLANVSTVLTGK. The MHC is DRB1_0401 with pseudo-sequence DRB1_0401. The binding affinity (normalized) is 0.561.